Dataset: Forward reaction prediction with 1.9M reactions from USPTO patents (1976-2016). Task: Predict the product of the given reaction. The product is: [NH:8]1[CH2:13][CH2:12][CH2:11][CH:10]([O:14][C:22]2[CH:21]=[C:20]3[C:25](=[CH:24][CH:23]=2)[C:16]([NH2:15])=[N:17][CH:18]=[CH:19]3)[CH2:9]1. Given the reactants C(OC([N:8]1[CH2:13][CH2:12][CH2:11][CH:10]([OH:14])[CH2:9]1)=O)(C)(C)C.[NH2:15][C:16]1[C:25]2[C:20](=[CH:21][C:22](O)=[CH:23][CH:24]=2)[CH:19]=[CH:18][N:17]=1, predict the reaction product.